This data is from Forward reaction prediction with 1.9M reactions from USPTO patents (1976-2016). The task is: Predict the product of the given reaction. (1) Given the reactants C(=O)=[O:2].CC(C)=O.C[Si]([N-][Si](C)(C)C)(C)C.[K+].[Cl:18][C:19]1[N:24]2[N:25]=[C:26]([C:29]3[CH:34]=[CH:33][CH:32]=[C:31]([Cl:35])[CH:30]=3)[C:27]([CH3:28])=[C:23]2[N:22]=[C:21]([CH3:36])[C:20]=1[CH2:37][C:38]([O:40][CH2:41][CH3:42])=[O:39].C1(C2ON2S(C2C=CC=CC=2)(=O)=O)C=CC=CC=1, predict the reaction product. The product is: [Cl:18][C:19]1[N:24]2[N:25]=[C:26]([C:29]3[CH:34]=[CH:33][CH:32]=[C:31]([Cl:35])[CH:30]=3)[C:27]([CH3:28])=[C:23]2[N:22]=[C:21]([CH3:36])[C:20]=1[CH:37]([OH:2])[C:38]([O:40][CH2:41][CH3:42])=[O:39]. (2) Given the reactants [CH3:1][N:2]1[C:6]2[CH:7]=[CH:8][C:9]([N+:11]([O-])=O)=[CH:10][C:5]=2[N:4]=[C:3]1[S:14][CH2:15][C:16]1[N:20]([CH2:21][CH2:22][CH3:23])[CH:19]=[N:18][CH:17]=1.[Cl-].[Ca+2].[Cl-], predict the reaction product. The product is: [NH2:11][C:9]1[CH:8]=[CH:7][C:6]2[N:2]([CH3:1])[C:3]([S:14][CH2:15][C:16]3[N:20]([CH2:21][CH2:22][CH3:23])[CH:19]=[N:18][CH:17]=3)=[N:4][C:5]=2[CH:10]=1.